This data is from Forward reaction prediction with 1.9M reactions from USPTO patents (1976-2016). The task is: Predict the product of the given reaction. (1) Given the reactants [CH2:1]([C:3]1[CH:4]=[C:5]2[C:9](=[CH:10][C:11]=1[CH2:12][CH3:13])[CH2:8][C:7]([NH:15][C:16](=O)[C:17]1[CH:22]=[CH:21][CH:20]=[CH:19][CH:18]=1)([CH3:14])[CH2:6]2)[CH3:2].C(NC1CC2C(=CC(CC)=C(CC)C=2)C1)C1C=CC=CC=1, predict the reaction product. The product is: [CH2:16]([NH:15][C:7]1([CH3:14])[CH2:8][C:9]2[C:5](=[CH:4][C:3]([CH2:1][CH3:2])=[C:11]([CH2:12][CH3:13])[CH:10]=2)[CH2:6]1)[C:17]1[CH:18]=[CH:19][CH:20]=[CH:21][CH:22]=1. (2) Given the reactants [CH3:1][C:2]1[N:7]=[C:6](Cl)[CH:5]=[C:4]([Cl:9])[N:3]=1.[CH2:10]([NH:14][CH2:15][CH3:16])[CH2:11][CH2:12][CH3:13], predict the reaction product. The product is: [CH2:10]([N:14]([C:6]1[CH:5]=[C:4]([Cl:9])[N:3]=[C:2]([CH3:1])[N:7]=1)[CH2:15][CH3:16])[CH2:11][CH2:12][CH3:13]. (3) Given the reactants [W:1].[CH3:2][CH2:3][O:4][Si:5]([O:12][CH2:13][CH3:14])([O:9][CH2:10][CH3:11])[O:6][CH2:7][CH3:8], predict the reaction product. The product is: [W:1].[CH3:8][CH2:7][O:6][Si:5]([O:4][CH2:3][CH3:2])([O:9][CH2:10][CH3:11])[O:12][CH2:13][CH3:14]. (4) Given the reactants [CH3:1][N:2]([CH2:7][C:8]1[O:9][C:10]2[CH:17]=[CH:16][CH:15]=[CH:14][C:11]=2[C:12]=1[CH3:13])[C:3](=[O:6])[CH:4]=[CH2:5].C(N(C(C)C)CC)(C)C.Br[C:28]1[CH:37]=[N:36][C:35]2[NH:34][CH2:33][C:32]([CH3:39])([CH3:38])[O:31][C:30]=2[CH:29]=1.CC1C=CC=CC=1P(C1C=CC=CC=1C)C1C=CC=CC=1C, predict the reaction product. The product is: [CH3:38][C:32]1([CH3:39])[O:31][C:30]2[CH:29]=[C:28](/[CH:5]=[CH:4]/[C:3]([N:2]([CH3:1])[CH2:7][C:8]3[O:9][C:10]4[CH:17]=[CH:16][CH:15]=[CH:14][C:11]=4[C:12]=3[CH3:13])=[O:6])[CH:37]=[N:36][C:35]=2[NH:34][CH2:33]1. (5) Given the reactants [Cl:1][C:2]1[CH:7]=[CH:6][CH:5]=[CH:4][C:3]=1[N:8]=[C:9]=S.[F:11][C:12]1[CH:13]=[C:14]([CH:31]=[CH:32][C:33]=1[F:34])[CH2:15][N:16]1[CH2:21][CH2:20][CH:19]([NH:22][C:23](=[O:30])[CH2:24][CH2:25][C:26]([NH:28][NH2:29])=[O:27])[CH2:18][CH2:17]1, predict the reaction product. The product is: [Cl:1][C:2]1[CH:7]=[CH:6][CH:5]=[CH:4][C:3]=1[NH:8][C:9]1[O:27][C:26]([CH2:25][CH2:24][C:23]([NH:22][CH:19]2[CH2:20][CH2:21][N:16]([CH2:15][C:14]3[CH:31]=[CH:32][C:33]([F:34])=[C:12]([F:11])[CH:13]=3)[CH2:17][CH2:18]2)=[O:30])=[N:28][N:29]=1. (6) Given the reactants [Cl:1][C:2]1[CH:3]=[CH:4][C:5]([O:25][CH3:26])=[C:6]([NH:8][C:9](=[O:24])[CH2:10][N:11]2[C:19]3[CH2:18][CH2:17][NH:16][CH2:15][C:14]=3[C:13]([C:20]([F:23])([F:22])[F:21])=[N:12]2)[CH:7]=1.[CH3:27][C:28]([CH3:30])=O.C([BH3-])#N.[Na+], predict the reaction product. The product is: [Cl:1][C:2]1[CH:3]=[CH:4][C:5]([O:25][CH3:26])=[C:6]([NH:8][C:9](=[O:24])[CH2:10][N:11]2[C:19]3[CH2:18][CH2:17][N:16]([CH:28]([CH3:30])[CH3:27])[CH2:15][C:14]=3[C:13]([C:20]([F:23])([F:22])[F:21])=[N:12]2)[CH:7]=1.